Predict which catalyst facilitates the given reaction. From a dataset of Catalyst prediction with 721,799 reactions and 888 catalyst types from USPTO. (1) Reactant: [NH2:1][C:2]1[CH:7]=[CH:6][CH:5]=[CH:4][CH:3]=1.[N+:8]([CH:11]([CH3:13])[CH3:12])([O-:10])=[O:9].[CH2:14]=O. Product: [NH:1]([CH2:12][C:11]([CH3:14])([N+:8]([O-:10])=[O:9])[CH3:13])[C:2]1[CH:7]=[CH:6][CH:5]=[CH:4][CH:3]=1. The catalyst class is: 5. (2) Reactant: [Br:1][C:2]1[C:3]([NH2:10])=[C:4]([NH2:9])[C:5]([Br:8])=[CH:6][CH:7]=1.[C:11]1([C:17]([C:19]([C:21]2[CH:26]=[CH:25][CH:24]=[CH:23][CH:22]=2)=O)=O)[CH:16]=[CH:15][CH:14]=[CH:13][CH:12]=1.C([O-])(=O)C.[Na+]. Product: [Br:1][C:2]1[CH:7]=[CH:6][C:5]([Br:8])=[C:4]2[C:3]=1[N:10]=[C:17]([C:11]1[CH:16]=[CH:15][CH:14]=[CH:13][CH:12]=1)[C:19]([C:21]1[CH:26]=[CH:25][CH:24]=[CH:23][CH:22]=1)=[N:9]2. The catalyst class is: 15.